This data is from NCI-60 drug combinations with 297,098 pairs across 59 cell lines. The task is: Regression. Given two drug SMILES strings and cell line genomic features, predict the synergy score measuring deviation from expected non-interaction effect. Cell line: HCT-15. Synergy scores: CSS=-7.95, Synergy_ZIP=7.20, Synergy_Bliss=2.42, Synergy_Loewe=-18.0, Synergy_HSA=-16.6. Drug 1: CC1=C(C=C(C=C1)C(=O)NC2=CC(=CC(=C2)C(F)(F)F)N3C=C(N=C3)C)NC4=NC=CC(=N4)C5=CN=CC=C5. Drug 2: CC1=C(C(=CC=C1)Cl)NC(=O)C2=CN=C(S2)NC3=CC(=NC(=N3)C)N4CCN(CC4)CCO.